This data is from Full USPTO retrosynthesis dataset with 1.9M reactions from patents (1976-2016). The task is: Predict the reactants needed to synthesize the given product. Given the product [C:3]12[CH:2]=[C:22]3[N:23]=[C:19]([CH:20]=[CH:21]3)[CH:18]=[C:17]3[NH:38][C:14]([CH:15]=[CH:16]3)=[CH:13][C:12]3=[N:40][C:9]([CH:10]=[CH:11]3)=[CH:8][C:6]([NH:7]1)=[CH:5][CH:4]=2, predict the reactants needed to synthesize it. The reactants are: Br[C:2]1[C:3]2[NH:7][C:6]([C:8](C3C=C(C(C)(C)C)C=C(C(C)(C)C)C=3)=[C:9]3[N:40]=[C:12]([C:13](Br)=[C:14]4[NH:38][C:17](=[C:18](C5C=C(C(C)(C)C)C=C(C(C)(C)C)C=5)[C:19]5[CH:20]=[CH:21][C:22]=1[N:23]=5)[CH:16]=[CH:15]4)[CH:11]=[CH:10]3)=[CH:5][CH:4]=2.C1C=C2C=CC(O)=C(C3C4C(=CC=CC=4)C=CC=3O)C2=CC=1.C1C=CC(P(C2C(OC3C(P(C4C=CC=CC=4)C4C=CC=CC=4)=CC=CC=3)=CC=CC=2)C2C=CC=CC=2)=CC=1.C([O-])([O-])=O.[Cs+].[Cs+].